From a dataset of Peptide-MHC class I binding affinity with 185,985 pairs from IEDB/IMGT. Regression. Given a peptide amino acid sequence and an MHC pseudo amino acid sequence, predict their binding affinity value. This is MHC class I binding data. (1) The peptide sequence is PIQKETWETW. The MHC is HLA-B44:02 with pseudo-sequence HLA-B44:02. The binding affinity (normalized) is 0.255. (2) The peptide sequence is RQADILRQF. The MHC is HLA-A26:01 with pseudo-sequence HLA-A26:01. The binding affinity (normalized) is 0.0847.